Dataset: Forward reaction prediction with 1.9M reactions from USPTO patents (1976-2016). Task: Predict the product of the given reaction. (1) Given the reactants COC1C=CC(C[N:8]2[CH:12]=[C:11]([C:13]3[CH:18]=[CH:17][N:16]=[C:15]([O:19][C:20]4[C:21]([CH3:28])=[CH:22][C:23]([F:27])=[C:24]([NH2:26])[CH:25]=4)[N:14]=3)[CH:10]=[N:9]2)=CC=1.C(O)(C(F)(F)F)=O, predict the reaction product. The product is: [NH:8]1[CH:12]=[C:11]([C:13]2[CH:18]=[CH:17][N:16]=[C:15]([O:19][C:20]3[C:21]([CH3:28])=[CH:22][C:23]([F:27])=[C:24]([NH2:26])[CH:25]=3)[N:14]=2)[CH:10]=[N:9]1. (2) Given the reactants [O:1]1[CH2:5][CH2:4][C@@H:3]([NH:6][C:7]2[N:15]=[CH:14][N:13]=[C:12]3[C:8]=2[N:9]=[CH:10][N:11]3[C@@H:16]2[O:20][C@H:19]([CH2:21][NH:22][C:23]([NH:25][CH3:26])=O)[C@@H:18]([OH:27])[C@H:17]2[OH:28])[CH2:2]1.CN=C=[S:32].CN=C=O, predict the reaction product. The product is: [O:1]1[CH2:5][CH2:4][C@@H:3]([NH:6][C:7]2[N:15]=[CH:14][N:13]=[C:12]3[C:8]=2[N:9]=[CH:10][N:11]3[C@H:16]2[C@H:17]([OH:28])[C@H:18]([OH:27])[C@@H:19]([CH2:21][NH:22][C:23]([NH:25][CH3:26])=[S:32])[O:20]2)[CH2:2]1. (3) The product is: [CH2:3]([O:10][C:11]1[CH:26]=[CH:25][C:24]([C:27]2[CH:28]=[CH:29][N:30]=[CH:31][CH:32]=2)=[CH:23][C:12]=1[C:13]([OH:15])=[O:14])[C:4]1[CH:5]=[CH:6][CH:7]=[CH:8][CH:9]=1. Given the reactants [OH-].[Na+].[CH2:3]([O:10][C:11]1[CH:26]=[CH:25][C:24]([C:27]2[CH:32]=[CH:31][N:30]=[CH:29][CH:28]=2)=[CH:23][C:12]=1[C:13]([O:15]CC1C=CC=CC=1)=[O:14])[C:4]1[CH:9]=[CH:8][CH:7]=[CH:6][CH:5]=1, predict the reaction product. (4) Given the reactants CS(O[CH:6]1[CH2:9][N:8]([C:10]2[S:11][CH:12]=[C:13]([CH2:15][NH:16][C:17]([O:19][CH2:20][C:21]3[CH:26]=[CH:25][C:24]([N+:27]([O-:29])=[O:28])=[CH:23][CH:22]=3)=[O:18])[N:14]=2)[CH2:7]1)(=O)=O.[C:30]([O-:33])(=[S:32])[CH3:31].[K+], predict the reaction product. The product is: [C:30]([S:32][CH:6]1[CH2:7][N:8]([C:10]2[S:11][CH:12]=[C:13]([CH2:15][NH:16][C:17]([O:19][CH2:20][C:21]3[CH:26]=[CH:25][C:24]([N+:27]([O-:29])=[O:28])=[CH:23][CH:22]=3)=[O:18])[N:14]=2)[CH2:9]1)(=[O:33])[CH3:31]. (5) Given the reactants [CH3:1][O:2][C:3]1[CH:8]=[CH:7][C:6]([N:9]2[C:17]3[C:12](=[CH:13][CH:14]=[CH:15][CH:16]=3)[CH:11]=[CH:10]2)=[CH:5][CH:4]=1.[CH3:18][S:19]N1C(=O)C2C(=CC=CC=2)C1=O.[Br-].[Mg+2].[Br-].[OH-].[Na+], predict the reaction product. The product is: [CH3:1][O:2][C:3]1[CH:4]=[CH:5][C:6]([N:9]2[C:17]3[C:12](=[CH:13][CH:14]=[CH:15][CH:16]=3)[C:11]([S:19][CH3:18])=[CH:10]2)=[CH:7][CH:8]=1. (6) Given the reactants [Cl:1][C:2]1[C:3]([C:9]#[N:10])=[N:4][CH:5]=[C:6](Cl)[N:7]=1.Cl.[NH2:12][C@H:13]([CH2:17][C:18]1[S:19][CH:20]=[CH:21][CH:22]=1)[C:14]([NH2:16])=[O:15].CCN(C(C)C)C(C)C.O, predict the reaction product. The product is: [Cl:1][C:2]1[N:7]=[C:6]([NH:12][C@H:13]([CH2:17][C:18]2[S:19][CH:20]=[CH:21][CH:22]=2)[C:14]([NH2:16])=[O:15])[CH:5]=[N:4][C:3]=1[C:9]#[N:10]. (7) Given the reactants [F:1][C:2]1[C:7]([CH:8]([C:10]2[CH:15]=[CH:14][CH:13]=[CH:12][CH:11]=2)O)=[CH:6][C:5]([CH3:16])=[CH:4][N:3]=1.B(F)(F)F.O(CC)CC.C([SiH](CC)CC)C, predict the reaction product. The product is: [CH2:8]([C:7]1[C:2]([F:1])=[N:3][CH:4]=[C:5]([CH3:16])[CH:6]=1)[C:10]1[CH:11]=[CH:12][CH:13]=[CH:14][CH:15]=1.